This data is from NCI-60 drug combinations with 297,098 pairs across 59 cell lines. The task is: Regression. Given two drug SMILES strings and cell line genomic features, predict the synergy score measuring deviation from expected non-interaction effect. (1) Drug 1: C1=CN(C(=O)N=C1N)C2C(C(C(O2)CO)O)O.Cl. Drug 2: CC1=C(C=C(C=C1)NC(=O)C2=CC=C(C=C2)CN3CCN(CC3)C)NC4=NC=CC(=N4)C5=CN=CC=C5. Cell line: IGROV1. Synergy scores: CSS=18.7, Synergy_ZIP=-5.46, Synergy_Bliss=-3.67, Synergy_Loewe=-9.11, Synergy_HSA=-1.17. (2) Drug 1: CCC1=CC2CC(C3=C(CN(C2)C1)C4=CC=CC=C4N3)(C5=C(C=C6C(=C5)C78CCN9C7C(C=CC9)(C(C(C8N6C)(C(=O)OC)O)OC(=O)C)CC)OC)C(=O)OC. Drug 2: B(C(CC(C)C)NC(=O)C(CC1=CC=CC=C1)NC(=O)C2=NC=CN=C2)(O)O. Cell line: SK-OV-3. Synergy scores: CSS=54.4, Synergy_ZIP=-1.73, Synergy_Bliss=-2.95, Synergy_Loewe=-2.76, Synergy_HSA=0.407. (3) Drug 1: CC=C1C(=O)NC(C(=O)OC2CC(=O)NC(C(=O)NC(CSSCCC=C2)C(=O)N1)C(C)C)C(C)C. Drug 2: CN(C(=O)NC(C=O)C(C(C(CO)O)O)O)N=O. Cell line: NCI-H522. Synergy scores: CSS=33.3, Synergy_ZIP=1.16, Synergy_Bliss=1.62, Synergy_Loewe=-1.60, Synergy_HSA=-1.39. (4) Drug 1: CN1C(=O)N2C=NC(=C2N=N1)C(=O)N. Synergy scores: CSS=-4.45, Synergy_ZIP=1.93, Synergy_Bliss=-0.856, Synergy_Loewe=-2.86, Synergy_HSA=-5.83. Cell line: ACHN. Drug 2: C1CN(P(=O)(OC1)NCCCl)CCCl. (5) Drug 1: COC1=NC(=NC2=C1N=CN2C3C(C(C(O3)CO)O)O)N. Drug 2: CC1C(C(CC(O1)OC2CC(CC3=C2C(=C4C(=C3O)C(=O)C5=CC=CC=C5C4=O)O)(C(=O)C)O)N)O. Cell line: M14. Synergy scores: CSS=44.1, Synergy_ZIP=-1.16, Synergy_Bliss=-1.20, Synergy_Loewe=-9.94, Synergy_HSA=0.200. (6) Drug 1: CC1=CC2C(CCC3(C2CCC3(C(=O)C)OC(=O)C)C)C4(C1=CC(=O)CC4)C. Drug 2: CN(CC1=CN=C2C(=N1)C(=NC(=N2)N)N)C3=CC=C(C=C3)C(=O)NC(CCC(=O)O)C(=O)O. Cell line: HS 578T. Synergy scores: CSS=32.7, Synergy_ZIP=3.27, Synergy_Bliss=4.74, Synergy_Loewe=-36.8, Synergy_HSA=-0.979.